Dataset: NCI-60 drug combinations with 297,098 pairs across 59 cell lines. Task: Regression. Given two drug SMILES strings and cell line genomic features, predict the synergy score measuring deviation from expected non-interaction effect. (1) Drug 1: CC1C(C(=O)NC(C(=O)N2CCCC2C(=O)N(CC(=O)N(C(C(=O)O1)C(C)C)C)C)C(C)C)NC(=O)C3=C4C(=C(C=C3)C)OC5=C(C(=O)C(=C(C5=N4)C(=O)NC6C(OC(=O)C(N(C(=O)CN(C(=O)C7CCCN7C(=O)C(NC6=O)C(C)C)C)C)C(C)C)C)N)C. Drug 2: C1=NC2=C(N1)C(=S)N=CN2. Cell line: M14. Synergy scores: CSS=23.6, Synergy_ZIP=-6.04, Synergy_Bliss=-7.87, Synergy_Loewe=-6.26, Synergy_HSA=-4.11. (2) Drug 1: CC12CCC(CC1=CCC3C2CCC4(C3CC=C4C5=CN=CC=C5)C)O. Drug 2: CCC1(CC2CC(C3=C(CCN(C2)C1)C4=CC=CC=C4N3)(C5=C(C=C6C(=C5)C78CCN9C7C(C=CC9)(C(C(C8N6C)(C(=O)OC)O)OC(=O)C)CC)OC)C(=O)OC)O.OS(=O)(=O)O. Cell line: SW-620. Synergy scores: CSS=53.3, Synergy_ZIP=11.6, Synergy_Bliss=12.8, Synergy_Loewe=-2.49, Synergy_HSA=11.8. (3) Drug 1: CCC1(CC2CC(C3=C(CCN(C2)C1)C4=CC=CC=C4N3)(C5=C(C=C6C(=C5)C78CCN9C7C(C=CC9)(C(C(C8N6C=O)(C(=O)OC)O)OC(=O)C)CC)OC)C(=O)OC)O.OS(=O)(=O)O. Drug 2: CC(C)NC(=O)C1=CC=C(C=C1)CNNC.Cl. Cell line: A498. Synergy scores: CSS=2.85, Synergy_ZIP=-2.77, Synergy_Bliss=-2.75, Synergy_Loewe=0.488, Synergy_HSA=-1.17. (4) Drug 1: CC1=C(N=C(N=C1N)C(CC(=O)N)NCC(C(=O)N)N)C(=O)NC(C(C2=CN=CN2)OC3C(C(C(C(O3)CO)O)O)OC4C(C(C(C(O4)CO)O)OC(=O)N)O)C(=O)NC(C)C(C(C)C(=O)NC(C(C)O)C(=O)NCCC5=NC(=CS5)C6=NC(=CS6)C(=O)NCCC[S+](C)C)O. Drug 2: N.N.Cl[Pt+2]Cl. Cell line: IGROV1. Synergy scores: CSS=77.6, Synergy_ZIP=-1.58, Synergy_Bliss=-1.77, Synergy_Loewe=2.19, Synergy_HSA=3.79. (5) Drug 1: CC(C1=C(C=CC(=C1Cl)F)Cl)OC2=C(N=CC(=C2)C3=CN(N=C3)C4CCNCC4)N. Drug 2: CCC1(CC2CC(C3=C(CCN(C2)C1)C4=CC=CC=C4N3)(C5=C(C=C6C(=C5)C78CCN9C7C(C=CC9)(C(C(C8N6C)(C(=O)OC)O)OC(=O)C)CC)OC)C(=O)OC)O.OS(=O)(=O)O. Cell line: SF-268. Synergy scores: CSS=41.5, Synergy_ZIP=4.40, Synergy_Bliss=7.74, Synergy_Loewe=-12.0, Synergy_HSA=6.21.